Dataset: Full USPTO retrosynthesis dataset with 1.9M reactions from patents (1976-2016). Task: Predict the reactants needed to synthesize the given product. (1) Given the product [C:37]([C:2]1[CH:3]=[CH:4][C:5]2[N:10]([CH2:11][C:12]3[CH:13]=[CH:14][C:15]([O:18][CH3:19])=[CH:16][CH:17]=3)[C:9](=[O:20])[O:8][C:7]([CH2:25][NH:26][C:27](=[O:35])[C:28]3[CH:33]=[CH:32][C:31]([F:34])=[CH:30][CH:29]=3)([C:21]([F:23])([F:22])[F:24])[C:6]=2[CH:36]=1)#[N:38], predict the reactants needed to synthesize it. The reactants are: Br[C:2]1[CH:3]=[CH:4][C:5]2[N:10]([CH2:11][C:12]3[CH:17]=[CH:16][C:15]([O:18][CH3:19])=[CH:14][CH:13]=3)[C:9](=[O:20])[O:8][C:7]([CH2:25][NH:26][C:27](=[O:35])[C:28]3[CH:33]=[CH:32][C:31]([F:34])=[CH:30][CH:29]=3)([C:21]([F:24])([F:23])[F:22])[C:6]=2[CH:36]=1.[CH3:37][N:38](C=O)C. (2) Given the product [Si:9]([O:16][CH2:17][CH2:18][N:19]([C:7]#[N:6])[C:20]1[CH:21]=[CH:22][C:23]([NH:26][C:27]([C:29]2[C:34]([C:35]([NH:37][C:38]3[CH:39]=[CH:40][C:41]([C:44]#[CH:45])=[CH:42][CH:43]=3)=[O:36])=[N:33][CH:32]=[CH:31][N:30]=2)=[O:28])=[CH:24][CH:25]=1)([C:12]([CH3:15])([CH3:14])[CH3:13])([CH3:11])[CH3:10], predict the reactants needed to synthesize it. The reactants are: C(=O)(O)[O-].[Na+].[N:6]#[C:7]Br.[Si:9]([O:16][CH2:17][CH2:18][NH:19][C:20]1[CH:25]=[CH:24][C:23]([NH:26][C:27]([C:29]2[C:34]([C:35]([NH:37][C:38]3[CH:43]=[CH:42][C:41]([C:44]#[CH:45])=[CH:40][CH:39]=3)=[O:36])=[N:33][CH:32]=[CH:31][N:30]=2)=[O:28])=[CH:22][CH:21]=1)([C:12]([CH3:15])([CH3:14])[CH3:13])([CH3:11])[CH3:10]. (3) Given the product [CH2:35]([N:3]([CH2:1][CH3:2])[C:4]([C:6]1[CH:7]=[CH:8][C:9]2[C:10](=[C:21]3[CH2:27][CH:26]4[NH:28][CH:23]([CH2:24][CH2:25]4)[CH2:22]3)[C:11]3[C:16]([O:17][C:18]=2[CH:19]=1)=[CH:15][CH:14]=[C:13]([Br:20])[CH:12]=3)=[O:5])[CH3:36].[C:29]([OH:34])([C:30]([F:33])([F:32])[F:31])=[O:41], predict the reactants needed to synthesize it. The reactants are: [CH2:1]([N:3]([CH2:35][CH3:36])[C:4]([C:6]1[CH:7]=[CH:8][C:9]2[C:10](=[C:21]3[CH2:27][CH:26]4[N:28]([C:29](=[O:34])[C:30]([F:33])([F:32])[F:31])[CH:23]([CH2:24][CH2:25]4)[CH2:22]3)[C:11]3[C:16]([O:17][C:18]=2[CH:19]=1)=[CH:15][CH:14]=[C:13]([Br:20])[CH:12]=3)=[O:5])[CH3:2].C(N(CC)C(C1C=CC2C(=C3CC4N(C(=O)C(F)(F)F)C(CC4)C3)C3C(OC=2C=1)=C(OC)C=CC=3)=[O:41])C.C(N(CC)C(C1C=CC2C(=C3CC4NC(CC4)C3)C3C(OC=2C=1)=C(Br)C=CC=3)=O)C. (4) Given the product [CH:17]([S:30]([CH2:32][C:33]([N:7]1[CH:6]([CH3:8])[CH2:5][N:4]([CH2:9][CH:10]2[CH2:15][CH2:14][N:13]([CH3:16])[CH2:12][CH2:11]2)[CH2:3][CH:2]1[CH3:1])=[O:34])=[O:31])([C:24]1[CH:25]=[CH:26][CH:27]=[CH:28][CH:29]=1)[C:18]1[CH:23]=[CH:22][CH:21]=[CH:20][CH:19]=1, predict the reactants needed to synthesize it. The reactants are: [CH3:1][CH:2]1[NH:7][CH:6]([CH3:8])[CH2:5][N:4]([CH2:9][CH:10]2[CH2:15][CH2:14][N:13]([CH3:16])[CH2:12][CH2:11]2)[CH2:3]1.[CH:17]([S:30]([CH2:32][C:33](O)=[O:34])=[O:31])([C:24]1[CH:29]=[CH:28][CH:27]=[CH:26][CH:25]=1)[C:18]1[CH:23]=[CH:22][CH:21]=[CH:20][CH:19]=1.Cl.C(N=C=NCCCN(C)C)C. (5) Given the product [O:7]=[C:6]([CH3:8])[CH2:5][C:4]([NH:16][C:15]1[CH:17]=[CH:18][C:12]([C:11]([F:10])([F:19])[F:20])=[CH:13][CH:14]=1)=[O:9], predict the reactants needed to synthesize it. The reactants are: C(O[C:4](=[O:9])[CH2:5][C:6]([CH3:8])=[O:7])C.[F:10][C:11]([F:20])([F:19])[C:12]1[CH:18]=[CH:17][C:15]([NH2:16])=[CH:14][CH:13]=1.